Predict the product of the given reaction. From a dataset of Forward reaction prediction with 1.9M reactions from USPTO patents (1976-2016). (1) Given the reactants [Cl:1][C:2]1[C:7]2[O:8][CH2:9][O:10][C:6]=2[CH:5]=[C:4]([CH2:11]O)[CH:3]=1.O=S(Cl)[Cl:15], predict the reaction product. The product is: [Cl:1][C:2]1[C:7]2[O:8][CH2:9][O:10][C:6]=2[CH:5]=[C:4]([CH2:11][Cl:15])[CH:3]=1. (2) Given the reactants [N:1]1([C@H:13]2[CH2:17][CH2:16][C@H:15]([NH2:18])[CH2:14]2)[C:12]2[C:4](=[CH:5][N:6]=[C:7]3[C:11]=2[CH:10]=[CH:9][NH:8]3)[N:3]=[N:2]1.[F:19][C:20]([F:26])([F:25])[CH2:21][C:22](O)=[O:23].C1C=CC2N(O)N=NC=2C=1.CCN=C=NCCCN(C)C, predict the reaction product. The product is: [F:19][C:20]([F:26])([F:25])[CH2:21][C:22]([NH:18][C@H:15]1[CH2:16][CH2:17][C@H:13]([N:1]2[C:12]3[C:4](=[CH:5][N:6]=[C:7]4[C:11]=3[CH:10]=[CH:9][NH:8]4)[N:3]=[N:2]2)[CH2:14]1)=[O:23]. (3) Given the reactants [F:1][C:2]1(F)[C:10]2[C:5](=[CH:6][CH:7]=[C:8]([S:11]([CH3:14])(=[O:13])=[O:12])[CH:9]=2)[NH:4][C:3]1=O.BF.Cl.[OH-].[Na+], predict the reaction product. The product is: [F:1][C:2]1[C:10]2[C:5](=[CH:6][CH:7]=[C:8]([S:11]([CH3:14])(=[O:12])=[O:13])[CH:9]=2)[NH:4][CH:3]=1. (4) Given the reactants [OH:1][C:2]1[CH:10]=[CH:9][C:8]([C:11]2[N:12]([C:27]([O:29][C:30]([CH3:33])([CH3:32])[CH3:31])=[O:28])[C:13]3[C:18]([CH:19]=2)=[CH:17][C:16]([CH2:20][N:21]2[CH2:26][CH2:25][CH2:24][CH2:23][CH2:22]2)=[CH:15][CH:14]=3)=[C:7]2[C:3]=1[CH2:4][NH:5][C:6]2=[O:34].C(N(CC)CC)C.[CH3:42][N:43]1[CH:47]=[C:46]([S:48](Cl)(=[O:50])=[O:49])[N:45]=[C:44]1[CH3:52], predict the reaction product. The product is: [CH3:42][N:43]1[CH:47]=[C:46]([S:48]([O:1][C:2]2[CH:10]=[CH:9][C:8]([C:11]3[N:12]([C:27]([O:29][C:30]([CH3:31])([CH3:33])[CH3:32])=[O:28])[C:13]4[C:18]([CH:19]=3)=[CH:17][C:16]([CH2:20][N:21]3[CH2:26][CH2:25][CH2:24][CH2:23][CH2:22]3)=[CH:15][CH:14]=4)=[C:7]3[C:3]=2[CH2:4][NH:5][C:6]3=[O:34])(=[O:50])=[O:49])[N:45]=[C:44]1[CH3:52]. (5) Given the reactants O.[Br:2][C:3]1[CH:8]=[CH:7][C:6]([C@@H:9]([C:22]2[CH:27]=[CH:26][CH:25]=[CH:24][C:23]=2[CH3:28])[CH2:10][C:11]([C:13]2[N+:18]([O-])=[N:17][C:16]([O:20][CH3:21])=[CH:15][CH:14]=2)=[O:12])=[CH:5][CH:4]=1, predict the reaction product. The product is: [Br:2][C:3]1[CH:8]=[CH:7][C:6]([C@@H:9]([C:22]2[CH:27]=[CH:26][CH:25]=[CH:24][C:23]=2[CH3:28])[CH2:10][C:11]([C:13]2[N:18]=[N:17][C:16]([O:20][CH3:21])=[CH:15][CH:14]=2)=[O:12])=[CH:5][CH:4]=1. (6) Given the reactants [CH3:1][O:2][CH2:3][C@@H:4]([NH:16]C(=O)OC(C)(C)C)[C:5]1[CH:10]=[CH:9][C:8]([O:11][C:12]([F:15])([F:14])[F:13])=[CH:7][CH:6]=1.[ClH:24].C(OCC)(=O)C, predict the reaction product. The product is: [ClH:24].[CH3:1][O:2][CH2:3][C@H:4]([C:5]1[CH:6]=[CH:7][C:8]([O:11][C:12]([F:13])([F:14])[F:15])=[CH:9][CH:10]=1)[NH2:16]. (7) Given the reactants [CH:1]([O:4][C:5]1([C:8]2[CH:13]=[CH:12][C:11]([C:14]#[C:15][C:16]3[CH:21]=[CH:20][C:19](CC(OC)=O)=[CH:18][CH:17]=3)=[CH:10][C:9]=2[CH2:27][CH3:28])[CH2:7][CH2:6]1)([CH3:3])[CH3:2].[OH-:29].[Na+].[CH2:31]([OH:33])C, predict the reaction product. The product is: [CH:1]([O:4][C:5]1([C:8]2[CH:13]=[CH:12][C:11]([C:14]#[C:15][C:16]3[CH:17]=[CH:18][C:19]([C:31]([OH:33])=[O:29])=[CH:20][CH:21]=3)=[CH:10][C:9]=2[CH2:27][CH3:28])[CH2:7][CH2:6]1)([CH3:2])[CH3:3].